Dataset: Full USPTO retrosynthesis dataset with 1.9M reactions from patents (1976-2016). Task: Predict the reactants needed to synthesize the given product. (1) Given the product [CH3:13][O:11][C:10](=[O:12])[CH2:9][CH2:8][C:4]1[CH:5]=[CH:6][CH:7]=[C:2]([NH2:1])[CH:3]=1, predict the reactants needed to synthesize it. The reactants are: [NH2:1][C:2]1[CH:3]=[C:4]([CH2:8][CH2:9][C:10]([OH:12])=[O:11])[CH:5]=[CH:6][CH:7]=1.[CH3:13]O. (2) Given the product [Cl:1][C:2]1[N:7]=[C:6]([C:10]2[CH:15]=[CH:14][CH:13]=[CH:12][CH:11]=2)[CH:5]=[C:4]([C:19]2[CH:24]=[CH:23][CH:22]=[CH:21][CH:20]=2)[N:3]=1, predict the reactants needed to synthesize it. The reactants are: [Cl:1][C:2]1[N:7]=[C:6](Cl)[CH:5]=[C:4](Cl)[N:3]=1.[C:10]1(B(O)O)[CH:15]=[CH:14][CH:13]=[CH:12][CH:11]=1.[C:19]1(P([C:19]2[CH:24]=[CH:23][CH:22]=[CH:21][CH:20]=2)[C:19]2[CH:24]=[CH:23][CH:22]=[CH:21][CH:20]=2)[CH:24]=[CH:23][CH:22]=[CH:21][CH:20]=1.C([O-])([O-])=O.[Na+].[Na+]. (3) Given the product [Cl:6][C:7]1[CH:15]=[CH:14][C:10]([C:11]([OH:13])=[O:12])=[C:9]([CH2:16][CH3:2])[CH:8]=1, predict the reactants needed to synthesize it. The reactants are: [Li][CH2:2]CCC.[Cl:6][C:7]1[CH:15]=[CH:14][C:10]([C:11]([OH:13])=[O:12])=[C:9]([CH3:16])[CH:8]=1.CI.O.